Dataset: Reaction yield outcomes from USPTO patents with 853,638 reactions. Task: Predict the reaction yield, written as a fraction of the theoretical maximum amount of product (1.0 means a 100% yield; for example, 0.34 means a 34% yield). The reactants are Br[C:2]1[C:3]([NH:10][CH:11]2[CH2:16][CH2:15][CH2:14][CH2:13][CH2:12]2)=[N:4][C:5]([C:8]#[N:9])=[N:6][CH:7]=1.[Cl:17][CH2:18][C:19]1[CH:24]=[CH:23][C:22]([O:25][CH2:26][C:27]#[CH:28])=[CH:21][CH:20]=1.C(N(CC)CC)C.CCOC(C)=O. The catalyst is CN(C=O)C.[Cu]I.Cl[Pd](Cl)([P](C1C=CC=CC=1)(C1C=CC=CC=1)C1C=CC=CC=1)[P](C1C=CC=CC=1)(C1C=CC=CC=1)C1C=CC=CC=1. The product is [Cl:17][CH2:18][C:19]1[CH:24]=[CH:23][C:22]([O:25][CH2:26][C:27]#[C:28][C:2]2[C:3]([NH:10][CH:11]3[CH2:16][CH2:15][CH2:14][CH2:13][CH2:12]3)=[N:4][C:5]([C:8]#[N:9])=[N:6][CH:7]=2)=[CH:21][CH:20]=1. The yield is 0.210.